Dataset: Reaction yield outcomes from USPTO patents with 853,638 reactions. Task: Predict the reaction yield, written as a fraction of the theoretical maximum amount of product (1.0 means a 100% yield; for example, 0.34 means a 34% yield). (1) The reactants are [F:1][C:2]1[CH:3]=[C:4]([CH:23]=[CH:24][C:25]=1[O:26][CH3:27])[NH:5][CH:6]=[C:7]([C:21]#[N:22])[C:8]([NH:10][C:11]1[CH:16]=[C:15]([O:17][CH3:18])[C:14]([Cl:19])=[CH:13][C:12]=1[Cl:20])=O.CO.P(Cl)(Cl)(Cl)=O. The catalyst is C(#N)C. The product is [Cl:20][C:12]1[CH:13]=[C:14]([Cl:19])[C:15]([O:17][CH3:18])=[CH:16][C:11]=1[NH:10][C:8]1[C:23]2[C:4](=[CH:3][C:2]([F:1])=[C:25]([O:26][CH3:27])[CH:24]=2)[N:5]=[CH:6][C:7]=1[C:21]#[N:22]. The yield is 0.550. (2) The reactants are N[C:2]1[CH:3]=[C:4]([CH:8]=[C:9]([N+:11]([O-:13])=[O:12])[CH:10]=1)[C:5]([OH:7])=[O:6].N([O-])=O.[Na+].C([O-])([O-])=O.[Na+].[Na+].[C-:24]#[N:25].[K+]. The catalyst is Cl.O. The product is [C:24]([C:2]1[CH:3]=[C:4]([CH:8]=[C:9]([N+:11]([O-:13])=[O:12])[CH:10]=1)[C:5]([OH:7])=[O:6])#[N:25]. The yield is 0.940. (3) The reactants are [CH2:1]([N:8]1[CH2:13][CH2:12][CH:11]([NH:14][C:15]2[CH:23]=[CH:22][C:18]([C:19]([OH:21])=O)=[C:17]([O:24][CH3:25])[CH:16]=2)[CH2:10][CH2:9]1)[C:2]1[CH:7]=[CH:6][CH:5]=[CH:4][CH:3]=1.Cl.C([N:29]=C=NCCCN(C)C)C.O.ON1C2C=CC=CC=2N=N1.C(N(C(C)C)CC)(C)C.[Cl-].[NH4+].C(=O)([O-])O.[Na+]. The catalyst is CN(C)C=O. The product is [CH2:1]([N:8]1[CH2:9][CH2:10][CH:11]([NH:14][C:15]2[CH:23]=[CH:22][C:18]([C:19]([NH2:29])=[O:21])=[C:17]([O:24][CH3:25])[CH:16]=2)[CH2:12][CH2:13]1)[C:2]1[CH:7]=[CH:6][CH:5]=[CH:4][CH:3]=1. The yield is 0.250. (4) The reactants are [CH2:1]([O:3][C:4](=[O:14])[CH2:5][P:6]([O:11][CH2:12][CH3:13])([O:8][CH2:9][CH3:10])=[O:7])[CH3:2].[H-].[Na+].Br[CH2:18][C:19]1[CH:24]=[CH:23][CH:22]=[CH:21][C:20]=1[Cl:25]. The catalyst is CN(C)C=O. The product is [Cl:25][C:20]1[CH:21]=[CH:22][CH:23]=[CH:24][C:19]=1[CH2:18][CH:5]([P:6]([O:8][CH2:9][CH3:10])([O:11][CH2:12][CH3:13])=[O:7])[C:4]([O:3][CH2:1][CH3:2])=[O:14]. The yield is 0.930. (5) The yield is 0.710. The product is [C:31]([C:28]1[O:27][C:26]([NH:25][C:22]2[CH:21]=[CH:20][C:19]([C:16]3[CH:17]=[CH:18][C:13]([C:8]45[CH2:9][CH2:10][C:5]([CH2:4][C:3]([OH:35])=[O:2])([CH2:12][CH2:11]4)[CH2:6][O:7]5)=[CH:14][CH:15]=3)=[CH:24][CH:23]=2)=[N:30][N:29]=1)([CH3:34])([CH3:32])[CH3:33]. The reactants are C[O:2][C:3](=[O:35])[CH2:4][C:5]12[CH2:12][CH2:11][C:8]([C:13]3[CH:18]=[CH:17][C:16]([C:19]4[CH:24]=[CH:23][C:22]([NH:25][C:26]5[O:27][C:28]([C:31]([CH3:34])([CH3:33])[CH3:32])=[N:29][N:30]=5)=[CH:21][CH:20]=4)=[CH:15][CH:14]=3)([CH2:9][CH2:10]1)[O:7][CH2:6]2.O.[OH-].[Li+]. The catalyst is O1CCCC1.C(O)C.O. (6) The reactants are [N+:1]([C:4]1[CH:9]=[CH:8][C:7]([CH:10](O)[CH2:11][CH2:12][CH:13]([C:15]2[CH:20]=[CH:19][C:18]([N+:21]([O-:23])=[O:22])=[CH:17][CH:16]=2)O)=[CH:6][CH:5]=1)([O-:3])=[O:2].C(N(CC)CC)C.CS(Cl)(=O)=O.[Cl:37][C:38]1[CH:44]=[CH:43][C:41]([NH2:42])=[CH:40][CH:39]=1. The catalyst is C(Cl)Cl.CN(C=O)C. The product is [Cl:37][C:38]1[CH:44]=[CH:43][C:41]([N:42]2[CH:10]([C:7]3[CH:8]=[CH:9][C:4]([N+:1]([O-:3])=[O:2])=[CH:5][CH:6]=3)[CH2:11][CH2:12][CH:13]2[C:15]2[CH:20]=[CH:19][C:18]([N+:21]([O-:23])=[O:22])=[CH:17][CH:16]=2)=[CH:40][CH:39]=1. The yield is 0.350.